From a dataset of TAP: 5 developability metrics (CDR length, charge patches, hydrophobicity). Multi-output Regression. Predict 5 antibody developability metrics. The antibody is ["['QVQLVQSGAEVKKPGSSVKVSCKASGYAFSYSWINWVRQAPGQGLEWMGRIFPGDGDTDYNGKFKGRVTITADKSTSTAYMELSSLRSEDTAVYYCARNVFDGYWLVYWGQGTLVTVSS'\\n 'DIVMTQTPLSLPVTPGEPASISCRSSKSLLHSNGITYLYWYLQKPGQSPQLLIYQMSNLVSGVPDRFSGSGSGTDFTLKISRVEAEDVGVYYCAQNLELPYTFGGGTKVEIK']"]. Developability metrics: CDR_Length=51.0, PSH=156, PPC=0, PNC=0.387, SFvCSP=-1.80.